Dataset: Reaction yield outcomes from USPTO patents with 853,638 reactions. Task: Predict the reaction yield, written as a fraction of the theoretical maximum amount of product (1.0 means a 100% yield; for example, 0.34 means a 34% yield). (1) The reactants are [Cl:1][C:2]1[CH:3]=[CH:4][C:5]([N:13]2[CH2:18][CH2:17][NH:16][CH2:15][CH2:14]2)=[C:6]2[C:11]=1[N:10]=[C:9]([CH3:12])[CH:8]=[CH:7]2.Cl[CH2:20][CH2:21][C:22]1[CH:23]=[CH:24][C:25]2[O:30][CH2:29][C:28](=[O:31])[N:27]([CH3:32])[C:26]=2[CH:33]=1.[I-].[Na+].C(=O)([O-])[O-].[Na+].[Na+]. The catalyst is CN1CCCC1=O.C(OCC)(=O)C. The product is [Cl:1][C:2]1[CH:3]=[CH:4][C:5]([N:13]2[CH2:18][CH2:17][N:16]([CH2:20][CH2:21][C:22]3[CH:23]=[CH:24][C:25]4[O:30][CH2:29][C:28](=[O:31])[N:27]([CH3:32])[C:26]=4[CH:33]=3)[CH2:15][CH2:14]2)=[C:6]2[C:11]=1[N:10]=[C:9]([CH3:12])[CH:8]=[CH:7]2. The yield is 0.460. (2) The yield is 0.500. The reactants are Cl.[Cl:2][C:3]1[CH:4]=[C:5]([C@@H:9]2[CH2:13][NH:12][CH2:11][C@H:10]2[NH:14][C:15]([NH:17][C:18]2[N:22]([C:23]3[CH:28]=[CH:27][CH:26]=[CH:25][CH:24]=3)[N:21]=[C:20]3[CH2:29][CH2:30][CH2:31][C:19]=23)=[O:16])[CH:6]=[CH:7][CH:8]=1.FC(F)(F)S(O[CH2:38][C:39]([F:42])([F:41])[F:40])(=O)=O.CCN(C(C)C)C(C)C. The product is [Cl:2][C:3]1[CH:4]=[C:5]([C@@H:9]2[CH2:13][N:12]([CH2:38][C:39]([F:42])([F:41])[F:40])[CH2:11][C@H:10]2[NH:14][C:15]([NH:17][C:18]2[N:22]([C:23]3[CH:28]=[CH:27][CH:26]=[CH:25][CH:24]=3)[N:21]=[C:20]3[CH2:29][CH2:30][CH2:31][C:19]=23)=[O:16])[CH:6]=[CH:7][CH:8]=1. The catalyst is CN(C=O)C. (3) The reactants are [NH2:1][C:2]1[CH:7]=[CH:6][CH:5]=[CH:4][CH:3]=1.N1C=CC=CC=1.[CH3:14][O:15][C:16](=[O:29])[CH:17]=[CH:18][C:19]1[CH:24]=[CH:23][CH:22]=[CH:21][C:20]=1[S:25](Cl)(=[O:27])=[O:26]. The product is [CH3:14][O:15][C:16](=[O:29])[CH:17]=[CH:18][C:19]1[CH:24]=[CH:23][CH:22]=[CH:21][C:20]=1[S:25](=[O:26])(=[O:27])[NH:1][C:2]1[CH:7]=[CH:6][CH:5]=[CH:4][CH:3]=1. The yield is 0.600. The catalyst is ClCCl. (4) The reactants are [H-].[Na+].[Br:3][C:4]1[CH:5]=[CH:6][C:7](=[O:10])[NH:8][CH:9]=1.[CH3:11]I. The catalyst is C1COCC1. The product is [Br:3][C:4]1[CH:5]=[CH:6][C:7](=[O:10])[N:8]([CH3:11])[CH:9]=1. The yield is 0.968. (5) The reactants are [Cl:1][C:2]1[CH:3]=[C:4]([C:13]([NH:15][CH2:16][CH:17]2[CH2:22][CH2:21][NH:20][CH2:19][CH2:18]2)=[O:14])[C:5](=[O:12])[N:6]([CH:9]([CH3:11])[CH3:10])[C:7]=1[CH3:8].[O:23]1[C:25]2([CH2:30][CH2:29][CH2:28][CH2:27][CH2:26]2)[CH2:24]1. The catalyst is CO. The product is [Cl:1][C:2]1[CH:3]=[C:4]([C:13]([NH:15][CH2:16][CH:17]2[CH2:22][CH2:21][N:20]([CH2:24][C:25]3([OH:23])[CH2:30][CH2:29][CH2:28][CH2:27][CH2:26]3)[CH2:19][CH2:18]2)=[O:14])[C:5](=[O:12])[N:6]([CH:9]([CH3:10])[CH3:11])[C:7]=1[CH3:8]. The yield is 0.990. (6) The reactants are [C:1]([C:5]1[CH:12]=[CH:11][C:8]([CH2:9][NH2:10])=[CH:7][CH:6]=1)([CH3:4])([CH3:3])[CH3:2].C1N=CN([C:18](N2C=NC=C2)=[O:19])C=1.[NH2:25][C:26]1[C:31]2[O:32][CH2:33][C:34](=[O:36])[NH:35][C:30]=2[CH:29]=[CH:28][CH:27]=1. The catalyst is C1COCC1.CN(C=O)C. The product is [C:1]([C:5]1[CH:6]=[CH:7][C:8]([CH2:9][NH:10][C:18]([NH:25][C:26]2[C:31]3[O:32][CH2:33][C:34](=[O:36])[NH:35][C:30]=3[CH:29]=[CH:28][CH:27]=2)=[O:19])=[CH:11][CH:12]=1)([CH3:4])([CH3:2])[CH3:3]. The yield is 0.270.